This data is from Catalyst prediction with 721,799 reactions and 888 catalyst types from USPTO. The task is: Predict which catalyst facilitates the given reaction. (1) Product: [Cl:1][C:2]1[CH:3]=[CH:4][C:5]([S:8][C:9]2[O:13][C:12]([C:14]3[CH:15]=[CH:16][C:17]([F:20])=[CH:18][CH:19]=3)=[N:11][C:10]=2[C:21]([OH:23])=[O:22])=[N:6][CH:7]=1. The catalyst class is: 200. Reactant: [Cl:1][C:2]1[CH:3]=[CH:4][C:5]([S:8][C:9]2[O:13][C:12]([C:14]3[CH:19]=[CH:18][C:17]([F:20])=[CH:16][CH:15]=3)=[N:11][C:10]=2[C:21]([O:23]C)=[O:22])=[N:6][CH:7]=1.[Li+].[OH-].Cl. (2) Reactant: CC(OI1(OC(C)=O)(OC(C)=O)OC(=O)C2C=CC=CC1=2)=O.[C:23]([O:27][C:28]([N:30]1[C:38]2[C:33](=[CH:34][CH:35]=[C:36]([CH:39]([OH:41])[CH3:40])[CH:37]=2)[CH:32]=[C:31]1[C:42]1[CH:47]=[C:46]([C:48]2[CH:53]=[CH:52][N:51]=[CH:50][CH:49]=2)[N:45]=[N:44][C:43]=1[O:54][CH3:55])=[O:29])([CH3:26])([CH3:25])[CH3:24]. Product: [C:23]([O:27][C:28]([N:30]1[C:38]2[C:33](=[CH:34][CH:35]=[C:36]([C:39](=[O:41])[CH3:40])[CH:37]=2)[CH:32]=[C:31]1[C:42]1[CH:47]=[C:46]([C:48]2[CH:49]=[CH:50][N:51]=[CH:52][CH:53]=2)[N:45]=[N:44][C:43]=1[O:54][CH3:55])=[O:29])([CH3:26])([CH3:24])[CH3:25]. The catalyst class is: 4. (3) Reactant: [Br:1][C:2]1[CH:3]=[C:4]2[NH:10][N:9]=[CH:8][C:5]2=[N:6][CH:7]=1.[H-].[Na+].Cl[CH:14]([C:16]1[CH:21]=[CH:20][CH:19]=[CH:18][N:17]=1)[CH3:15].O. Product: [Br:1][C:2]1[CH:3]=[C:4]2[N:10]([CH:14]([C:16]3[CH:21]=[CH:20][CH:19]=[CH:18][N:17]=3)[CH3:15])[N:9]=[CH:8][C:5]2=[N:6][CH:7]=1. The catalyst class is: 9. (4) Reactant: [Cl:1][C:2]1[CH:3]=[C:4]([C:12]2[O:16][N:15]=[C:14]([C:17]3[CH:25]=[C:24]4[C:20]([C:21]([CH2:26][CH2:27][C:28]([O:30]CC)=[O:29])=[CH:22][NH:23]4)=[CH:19][C:18]=3[F:33])[N:13]=2)[CH:5]=[N:6][C:7]=1[O:8][CH:9]([CH3:11])[CH3:10].[OH-].[Na+].Cl. Product: [Cl:1][C:2]1[CH:3]=[C:4]([C:12]2[O:16][N:15]=[C:14]([C:17]3[CH:25]=[C:24]4[C:20]([C:21]([CH2:26][CH2:27][C:28]([OH:30])=[O:29])=[CH:22][NH:23]4)=[CH:19][C:18]=3[F:33])[N:13]=2)[CH:5]=[N:6][C:7]=1[O:8][CH:9]([CH3:11])[CH3:10]. The catalyst class is: 252. (5) Reactant: [C:1]([O:5][C:6]([N:8]1[C:12]2[CH:13]=[CH:14][C:15]([F:17])=[CH:16][C:11]=2[N:10]=[C:9]1[C:18]1[CH:23]=[C:22](Br)[CH:21]=[CH:20][C:19]=1[Cl:25])=[O:7])([CH3:4])([CH3:3])[CH3:2].[CH2:26]([O:28][C:29]([CH:31]1[CH2:36][CH2:35][NH:34][CH2:33][CH2:32]1)=[O:30])[CH3:27].C(=O)([O-])[O-].[Cs+].[Cs+].C1C=CC(P(C2C(C3C(P(C4C=CC=CC=4)C4C=CC=CC=4)=CC=C4C=3C=CC=C4)=C3C(C=CC=C3)=CC=2)C2C=CC=CC=2)=CC=1. Product: [C:1]([O:5][C:6]([N:8]1[C:12]2[CH:13]=[CH:14][C:15]([F:17])=[CH:16][C:11]=2[N:10]=[C:9]1[C:18]1[CH:23]=[C:22]([N:34]2[CH2:35][CH2:36][CH:31]([C:29]([O:28][CH2:26][CH3:27])=[O:30])[CH2:32][CH2:33]2)[CH:21]=[CH:20][C:19]=1[Cl:25])=[O:7])([CH3:4])([CH3:3])[CH3:2]. The catalyst class is: 487. (6) Reactant: [Cl-].[CH3:2][N:3]([CH3:6])[Al+]C.[CH2:7]([CH:14]([OH:19])[C:15](OC)=[O:16])[C:8]1[CH:13]=[CH:12][CH:11]=[CH:10][CH:9]=1.Cl. Product: [CH2:7]([CH:14]([OH:19])[C:15]([N:3]([CH3:6])[CH3:2])=[O:16])[C:8]1[CH:13]=[CH:12][CH:11]=[CH:10][CH:9]=1. The catalyst class is: 11. (7) Reactant: Br[C:2]1[C:11](=[O:12])[C:10]2[C:5](=[CH:6][CH:7]=[CH:8][CH:9]=2)[O:4][CH:3]=1.C([O-])([O-])=O.[K+].[K+].[CH3:19][O:20][C:21]1[CH:22]=[C:23](B(O)O)[CH:24]=[CH:25][CH:26]=1. Product: [CH3:19][O:20][C:21]1[CH:26]=[C:25]([CH:24]=[CH:23][CH:22]=1)[C:2]1[C:11](=[O:12])[C:10]2[C:5](=[CH:6][CH:7]=[CH:8][CH:9]=2)[O:4][CH:3]=1. The catalyst class is: 235.